From a dataset of Forward reaction prediction with 1.9M reactions from USPTO patents (1976-2016). Predict the product of the given reaction. (1) Given the reactants [Cl:1][C:2]1[CH:10]=[CH:9][C:8]2[NH:7][C:6]3[CH2:11][CH2:12][N:13]([CH3:15])[CH2:14][C:5]=3[C:4]=2[CH:3]=1.[OH-].[K+].Br[CH2:19][CH2:20][C:21]1[CH:26]=[CH:25][C:24]([O:27][CH3:28])=[C:23]([F:29])[CH:22]=1, predict the reaction product. The product is: [F:29][C:23]1[CH:22]=[C:21]([CH:26]=[CH:25][C:24]=1[O:27][CH3:28])[CH2:20][CH2:19][N:7]1[C:8]2[CH:9]=[CH:10][C:2]([Cl:1])=[CH:3][C:4]=2[C:5]2[CH2:14][N:13]([CH3:15])[CH2:12][CH2:11][C:6]1=2. (2) Given the reactants [F:1][C:2]1[CH:3]=[C:4]([CH:13]([NH:17][C:18]([N:20]2[CH2:25][C:24](=[O:26])[N:23](COCC[Si](C)(C)C)[C:22]3[CH:35]=[C:36]([O:39][CH3:40])[CH:37]=[N:38][C:21]2=3)=[O:19])[CH2:14][O:15][CH3:16])[CH:5]=[CH:6][C:7]=1[O:8][C:9]([F:12])([F:11])[F:10].FC(F)(F)C(O)=O, predict the reaction product. The product is: [F:1][C:2]1[CH:3]=[C:4]([CH:13]([NH:17][C:18]([N:20]2[CH2:25][C:24](=[O:26])[NH:23][C:22]3[CH:35]=[C:36]([O:39][CH3:40])[CH:37]=[N:38][C:21]2=3)=[O:19])[CH2:14][O:15][CH3:16])[CH:5]=[CH:6][C:7]=1[O:8][C:9]([F:10])([F:11])[F:12]. (3) Given the reactants [F:1][C:2]([F:15])([F:14])[CH:3]([C:5]1[CH:10]=[CH:9][C:8]([N+:11]([O-])=O)=[CH:7][CH:6]=1)[OH:4], predict the reaction product. The product is: [NH2:11][C:8]1[CH:9]=[CH:10][C:5]([CH:3]([OH:4])[C:2]([F:1])([F:14])[F:15])=[CH:6][CH:7]=1.